Dataset: Experimentally validated miRNA-target interactions with 360,000+ pairs, plus equal number of negative samples. Task: Binary Classification. Given a miRNA mature sequence and a target amino acid sequence, predict their likelihood of interaction. (1) The miRNA is bta-miR-26a with sequence UUCAAGUAAUCCAGGAUAGGCU. The protein sequence of the target gene is MIWVVLMMAILLPQSLAHPGFFTSIGQMTDLIHNEKDLVTSLKDYIKAEEDKLEQIKKWAEKLDRLTSTATKDPEGFVGHPVNAFKLMKRLNTEWSELENLILKDMSDGFISNLTIQRQYFPNDEDQVGAAKALFRLQDTYNLDTNTISKGNLPGVQHKSFLTAEDCFELGKVAYTEADYYHTELWMEQALTQLEEGELSTVDKVSVLDYLSYAVYQQGDLDKALLLTKKLLELDPEHQRANGNLVYFEYIMSKEKDANKSASGDQSDQKTAPKKKGIAVDYLPERQKYEMLCRGEGIKM.... Result: 0 (no interaction). (2) The miRNA is dme-miR-iab-4-5p with sequence ACGUAUACUGAAUGUAUCCUGA. The protein sequence of the target gene is MAGPLRAPLLLLAILAVALAVSPAAGSSPGKPPRLVGGPMDASVEEEGVRRALDFAVGEYNKASNDMYHSRALQVVRARKQIVAGVNYFLDVELGRTTCTKTQPNLDNCPFHDQPHLKRKAFCSFQIYAVPWQGTMTLSKSTCQDA. Result: 0 (no interaction). (3) The miRNA is mmu-miR-218-5p with sequence UUGUGCUUGAUCUAACCAUGU. The protein sequence of the target gene is MVGDTLKLLSPLMTRYFFLLFYSTDSSDLNENQHPLDFDEMAFGKVKSGISFLIQTGVGILGNSFLLCFYNLILFTGHKLRPTDLILSQLALANSMVLFFKGIPQTMAAFGLKYLLNDTGCKFVFYYHRVGTRVSLSTICLLNGFQAIKLNPSICRWMEIKIRSPRFIDFCCLLCWAPHVLMNASVLLLVNGPLNSKNSSAKNNYGYCSYKASKRFSSLHAVLYFSPDFMSLGFMVWASGSMVFFLYRHKQQVQHNHSNRLSCRPSQEARATHTIMVLVSSFFVFYSVHSFLTIWTTVVA.... Result: 0 (no interaction). (4) The miRNA is hsa-miR-548o-5p with sequence AAAAGUAAUUGCGGUUUUUGCC. The protein sequence of the target gene is MAVFHDMLLQPLGMFLCLSLQLSSATFIRYSSTCFTFDEYYTITLDIKASSHIYESNAVYSVFVPVNDSVYAVVMKTLDENSDSAGLWQRADKNCYSNSTYYVKDQYMTVLEAQWQAPEPENITEVEIQAFTVQIRALPILSTLKLREKLSTLALAAKIPQSSAFKPFFMITPKSIRLEGLANQVFSSPITEAIYILLAFLTSTLLF. Result: 1 (interaction).